Dataset: Reaction yield outcomes from USPTO patents with 853,638 reactions. Task: Predict the reaction yield, written as a fraction of the theoretical maximum amount of product (1.0 means a 100% yield; for example, 0.34 means a 34% yield). The reactants are [NH:1]1[C:9]2[C:4](=[CH:5][C:6]([OH:10])=[CH:7][CH:8]=2)[CH:3]=[N:2]1.Br[C:12]1[CH:17]=[CH:16][CH:15]=[CH:14][C:13]=1[N+:18]([O-:20])=[O:19].C(=O)([O-])[O-].[K+].[K+].O. The catalyst is CN(C)C=O. The product is [N+:18]([C:13]1[CH:14]=[CH:15][CH:16]=[CH:17][C:12]=1[O:10][C:6]1[CH:5]=[C:4]2[C:9](=[CH:8][CH:7]=1)[NH:1][N:2]=[CH:3]2)([O-:20])=[O:19]. The yield is 0.100.